The task is: Predict which catalyst facilitates the given reaction.. This data is from Catalyst prediction with 721,799 reactions and 888 catalyst types from USPTO. (1) Reactant: [CH:1]1[N:5]2[C:6]3[C:11]([NH:12][C:13](=[O:14])[C:4]2=[CH:3][CH:2]=1)=[CH:10][CH:9]=[CH:8][CH:7]=3.C1C(=O)N([Cl:22])C(=O)C1. Product: [Cl:22][C:1]1[N:5]2[C:6]3[C:11]([NH:12][C:13](=[O:14])[C:4]2=[CH:3][CH:2]=1)=[CH:10][CH:9]=[CH:8][CH:7]=3. The catalyst class is: 53. (2) Reactant: CS(OCCC1C=CC([NH:14][C:15]2[N:24]=[CH:23][C:22]3[CH2:21][C@@H:20]([C:25]4[CH:30]=[CH:29][C:28]([Cl:31])=[C:27]([Cl:32])[CH:26]=4)[C:19]4[CH:33]=[CH:34][CH:35]=[CH:36][C:18]=4[C:17]=3[N:16]=2)=CC=1)(=O)=O.[NH:37]1[CH2:42][CH2:41][CH2:40][CH2:39][CH2:38]1. Product: [ClH:31].[Cl:32][C:27]1[CH:26]=[C:25]([C@H:20]2[C:19]3[CH:33]=[CH:34][CH:35]=[CH:36][C:18]=3[C:17]3[N:16]=[C:15]([NH:14][C:22]4[CH:21]=[CH:20][CH:19]=[C:18]([CH2:36][CH2:35][N:37]5[CH2:42][CH2:41][CH2:40][CH2:39][CH2:38]5)[CH:17]=4)[N:24]=[CH:23][C:22]=3[CH2:21]2)[CH:30]=[CH:29][C:28]=1[Cl:31]. The catalyst class is: 66. (3) The catalyst class is: 641. Product: [F:1][C:2]1[CH:3]=[C:4]([C:5]2[NH:19][C:12]3[CH:17]=[CH:16][CH:15]=[CH:14][C:13]=3[N:18]=2)[CH:7]=[CH:8][C:9]=1[O:10][CH3:11]. Reactant: [F:1][C:2]1[CH:3]=[C:4]([CH:7]=[CH:8][C:9]=1[O:10][CH3:11])[CH:5]=O.[C:12]1([NH2:19])[CH:17]=[CH:16][CH:15]=[CH:14][C:13]=1[NH2:18]. (4) Reactant: [Cr](Cl)([O-])(=O)=O.[NH+]1C=CC=CC=1.[OH:12][CH:13]1[CH2:17][CH2:16][N:15]([C:18]([O:20][C:21]([CH3:24])([CH3:23])[CH3:22])=[O:19])[CH2:14]1. Product: [O:12]=[C:13]1[CH2:17][CH2:16][N:15]([C:18]([O:20][C:21]([CH3:24])([CH3:23])[CH3:22])=[O:19])[CH2:14]1. The catalyst class is: 4. (5) Reactant: [BrH:1].[F:2][C:3]1[CH:8]=[CH:7][CH:6]=[CH:5][C:4]=1[N:9]1[C:17]2[C:12](=[CH:13][CH:14]=[CH:15][CH:16]=2)[C:11]([O:18][CH:19]2[CH2:24][CH2:23][NH:22][CH2:21][CH2:20]2)=[N:10]1.N#N.CC(OC)(C)C. Product: [BrH:1].[F:2][C:3]1[CH:8]=[CH:7][CH:6]=[CH:5][C:4]=1[N:9]1[C:17]2[C:12](=[CH:13][CH:14]=[CH:15][CH:16]=2)[C:11]([O:18][CH:19]2[CH2:24][CH2:23][NH:22][CH2:21][CH2:20]2)=[N:10]1. The catalyst class is: 5. (6) Reactant: [NH:1]1[CH2:6][CH2:5][CH:4]([C:7]2[CH:8]=[C:9]([CH:22]=[CH:23][CH:24]=2)[CH2:10][NH:11][C:12](=[O:21])[O:13][CH2:14][C:15]2[CH:20]=[CH:19][CH:18]=[CH:17][CH:16]=2)[CH2:3][CH2:2]1.C[O:26][C:27]1[CH:28]=[C:29]([CH2:35][C:36](O)=[O:37])[CH:30]=[CH:31][C:32]=1[O:33]C.CCN=C=NCCCN(C)C.C1C=CC2N(O)N=NC=2C=1.CCN(C(C)C)C(C)C. Product: [OH:26][C:27]1[CH:28]=[C:29]([CH2:35][C:36]([N:1]2[CH2:6][CH2:5][CH:4]([C:7]3[CH:8]=[C:9]([CH:22]=[CH:23][CH:24]=3)[CH2:10][NH:11][C:12](=[O:21])[O:13][CH2:14][C:15]3[CH:20]=[CH:19][CH:18]=[CH:17][CH:16]=3)[CH2:3][CH2:2]2)=[O:37])[CH:30]=[CH:31][C:32]=1[OH:33]. The catalyst class is: 2. (7) Reactant: [NH2:1][C:2]1[NH:3][C:4]([C:31]2[CH:36]=[CH:35][CH:34]=[CH:33][C:32]=2[O:37][CH2:38][C:39]2[CH:44]=[CH:43][CH:42]=[CH:41][CH:40]=2)=[CH:5][CH:6]([CH:15]([NH:23][C:24]([O:26][C:27]([CH3:30])([CH3:29])[CH3:28])=[O:25])[CH2:16][C:17]2[CH:22]=[CH:21][CH:20]=[CH:19][CH:18]=2)[C:7]=1[C:8]([O:10][C:11]([CH3:14])([CH3:13])[CH3:12])=[O:9].C1(Cl)C(=O)C(Cl)=C(Cl)C(=O)C=1Cl. Product: [NH2:1][C:2]1[N:3]=[C:4]([C:31]2[CH:36]=[CH:35][CH:34]=[CH:33][C:32]=2[O:37][CH2:38][C:39]2[CH:40]=[CH:41][CH:42]=[CH:43][CH:44]=2)[CH:5]=[C:6]([CH:15]([NH:23][C:24]([O:26][C:27]([CH3:30])([CH3:29])[CH3:28])=[O:25])[CH2:16][C:17]2[CH:22]=[CH:21][CH:20]=[CH:19][CH:18]=2)[C:7]=1[C:8]([O:10][C:11]([CH3:13])([CH3:14])[CH3:12])=[O:9]. The catalyst class is: 2. (8) Reactant: O[CH:2]([C:13]1[C:14]([C:24]2[CH:25]=[N:26][CH:27]=[CH:28][CH:29]=2)=[N:15][N:16]2[CH:21]=[C:20]([O:22][CH3:23])[CH:19]=[CH:18][C:17]=12)[C:3]1[N:8]=[C:7]([C:9]([O:11][CH3:12])=[O:10])[CH:6]=[CH:5][CH:4]=1.C([SiH](CC)CC)C.FC(F)(F)C(O)=O.C(=O)(O)[O-].[Na+]. Product: [CH3:23][O:22][C:20]1[CH:19]=[CH:18][C:17]2[N:16]([N:15]=[C:14]([C:24]3[CH:25]=[N:26][CH:27]=[CH:28][CH:29]=3)[C:13]=2[CH2:2][C:3]2[N:8]=[C:7]([C:9]([O:11][CH3:12])=[O:10])[CH:6]=[CH:5][CH:4]=2)[CH:21]=1. The catalyst class is: 4. (9) Reactant: [NH:1]1[CH2:5][CH2:4][CH2:3][C:2]1=[O:6].Br[CH2:8][C:9]1[C:10]([CH3:15])=[CH:11][CH:12]=[CH:13][CH:14]=1.CN(C)C=O.[H-].[Na+]. Product: [CH3:8][C:9]1[CH:14]=[CH:13][CH:12]=[CH:11][C:10]=1[CH2:15][N:1]1[CH2:5][CH2:4][CH2:3][C:2]1=[O:6]. The catalyst class is: 6.